From a dataset of Catalyst prediction with 721,799 reactions and 888 catalyst types from USPTO. Predict which catalyst facilitates the given reaction. (1) Reactant: [CH:1]([NH:3][NH:4][C:5]([CH:7]1[CH2:11][N:10]([C:12]2[CH:13]=[N:14][N:15]3[CH2:20][C@H:19]([CH3:21])[N:18]([C:22]([O:24][C:25]([CH3:28])([CH3:27])[CH3:26])=[O:23])[CH2:17][C:16]=23)[C:9](=[O:29])[CH2:8]1)=[O:6])=O.C1(P(C2C=CC=CC=2)C2C=CC=CC=2)C=CC=CC=1.C(N(CC)CC)C.C(Cl)(Cl)(Cl)Cl. Product: [O:6]1[CH:1]=[N:3][N:4]=[C:5]1[CH:7]1[CH2:11][N:10]([C:12]2[CH:13]=[N:14][N:15]3[CH2:20][C@H:19]([CH3:21])[N:18]([C:22]([O:24][C:25]([CH3:27])([CH3:28])[CH3:26])=[O:23])[CH2:17][C:16]=23)[C:9](=[O:29])[CH2:8]1. The catalyst class is: 290. (2) Reactant: [Cl:1][C:2]1[CH:7]=[CH:6][C:5]([N:8]2[C:16]([C:17]3[CH:22]=[CH:21][CH:20]=[CH:19][C:18]=3[Cl:23])=[N:15][C:14]3[C:9]2=[N:10][CH:11]=[N:12][C:13]=3[OH:24])=[CH:4][CH:3]=1.I[CH:26]([CH3:28])[CH3:27].C(=O)([O-])[O-].[Cs+].[Cs+]. Product: [Cl:1][C:2]1[CH:7]=[CH:6][C:5]([N:8]2[C:16]([C:17]3[CH:22]=[CH:21][CH:20]=[CH:19][C:18]=3[Cl:23])=[N:15][C:14]3[C:9]2=[N:10][CH:11]=[N:12][C:13]=3[O:24][CH:26]([CH3:28])[CH3:27])=[CH:4][CH:3]=1. The catalyst class is: 483. (3) Reactant: [CH2:1]([O:3][C:4](=[O:13])[C:5]1[CH:10]=[C:9]([Br:11])[CH:8]=[CH:7][C:6]=1[OH:12])[CH3:2].[N+:14]([O-])([OH:16])=[O:15]. Product: [CH2:1]([O:3][C:4](=[O:13])[C:5]1[CH:10]=[C:9]([Br:11])[CH:8]=[C:7]([N+:14]([O-:16])=[O:15])[C:6]=1[OH:12])[CH3:2]. The catalyst class is: 65.